Predict the reactants needed to synthesize the given product. From a dataset of Full USPTO retrosynthesis dataset with 1.9M reactions from patents (1976-2016). (1) Given the product [Cl:3][CH2:4][CH:5]([C:7]1[CH:12]=[N:11][CH:10]=[CH:9][N:8]=1)[OH:6], predict the reactants needed to synthesize it. The reactants are: [BH4-].[Na+].[Cl:3][CH2:4][C:5]([C:7]1[CH:12]=[N:11][CH:10]=[CH:9][N:8]=1)=[O:6].O.O.O.O.O.O.O.[Cl-].[Ce+3].[Cl-].[Cl-]. (2) Given the product [CH3:1][C:2]1([CH:7]([CH3:11])[C:8]([NH:26][CH2:18][CH2:19][C:20]2[CH:25]=[CH:24][CH:23]=[CH:22][CH:21]=2)=[O:10])[O:3][CH2:4][CH2:5][O:6]1, predict the reactants needed to synthesize it. The reactants are: [CH3:1][C:2]1([CH:7]([CH3:11])[C:8]([OH:10])=O)[O:6][CH2:5][CH2:4][O:3]1.C(Cl)(=O)C(Cl)=O.[CH2:18]([NH2:26])[CH2:19][C:20]1[CH:25]=[CH:24][CH:23]=[CH:22][CH:21]=1. (3) Given the product [Br:1][C:2]1[CH:3]=[CH:4][C:5]2[N:9]([CH2:16][CH:17]3[CH2:19][CH2:18]3)[S:8](=[O:11])(=[O:10])[N:7]([CH3:12])[C:6]=2[CH:13]=1, predict the reactants needed to synthesize it. The reactants are: [Br:1][C:2]1[CH:3]=[CH:4][C:5]2[NH:9][S:8](=[O:11])(=[O:10])[N:7]([CH3:12])[C:6]=2[CH:13]=1.CN1[C:19](=O)[CH2:18][CH2:17][CH2:16]1.C(=O)([O-])[O-].[Cs+].[Cs+].BrCC1CC1. (4) Given the product [N:1]1[O:2][N:3]=[C:4]2[CH:9]=[C:8]([C:10]3[O:14][C:13]([CH3:15])([CH3:16])[C:12](=[O:17])[C:11]=3[Br:25])[CH:7]=[CH:6][C:5]=12, predict the reactants needed to synthesize it. The reactants are: [N:1]1[O:2][N:3]=[C:4]2[CH:9]=[C:8]([C:10]3[O:14][C:13]([CH3:16])([CH3:15])[C:12](=[O:17])[CH:11]=3)[CH:7]=[CH:6][C:5]=12.C1C(=O)N([Br:25])C(=O)C1. (5) The reactants are: Cl[C:2]1[N:10]=[CH:9][CH:8]=[CH:7][C:3]=1[C:4]([OH:6])=O.[NH2:11][C:12]1[CH:13]=[N:14][CH:15]=[CH:16][CH:17]=1. Given the product [N:14]1[CH:15]=[CH:16][CH:17]=[C:12]([NH:11][C:2]2[N:10]=[CH:9][CH:8]=[CH:7][C:3]=2[CH:4]=[O:6])[CH:13]=1, predict the reactants needed to synthesize it. (6) Given the product [CH3:1][O:2][C:3]([C:5]1[S:16][C:8]2=[N:9][CH:10]=[C:11]([N+:13]([O-:15])=[O:14])[CH:12]=[C:7]2[C:6]=1[O:17][CH2:25][C:26]([O:28][C:29]([CH3:32])([CH3:31])[CH3:30])=[O:27])=[O:4], predict the reactants needed to synthesize it. The reactants are: [CH3:1][O:2][C:3]([C:5]1[S:16][C:8]2=[N:9][CH:10]=[C:11]([N+:13]([O-:15])=[O:14])[CH:12]=[C:7]2[C:6]=1[OH:17])=[O:4].C(=O)([O-])[O-].[K+].[K+].Br[CH2:25][C:26]([O:28][C:29]([CH3:32])([CH3:31])[CH3:30])=[O:27].Cl. (7) Given the product [C:1]([C:5]1[CH:6]=[C:7]([CH:8]=[CH:9][CH:10]=1)[O:11][CH2:13][CH2:14][CH2:15][OH:16])([CH3:4])([CH3:2])[CH3:3], predict the reactants needed to synthesize it. The reactants are: [C:1]([C:5]1[CH:6]=[C:7]([OH:11])[CH:8]=[CH:9][CH:10]=1)([CH3:4])([CH3:3])[CH3:2].Br[CH2:13][CH2:14][CH2:15][OH:16].C(=O)([O-])[O-].[Cs+].[Cs+].O.